Dataset: Full USPTO retrosynthesis dataset with 1.9M reactions from patents (1976-2016). Task: Predict the reactants needed to synthesize the given product. (1) Given the product [C:23]([O:27][C:29](=[O:32])[NH:9][CH2:3][CH2:2][CH2:7][N:9]([C:3]1[CH:4]=[CH:5][C:6]([Cl:8])=[CH:7][C:2]=1[Br:1])[C:10]([C:12]1[CH:13]=[N:14][N:15]([CH:17]2[CH2:22][CH2:21][CH2:20][CH2:19][O:18]2)[CH:16]=1)=[O:11])([CH3:26])([CH3:25])[CH3:24], predict the reactants needed to synthesize it. The reactants are: [Br:1][C:2]1[CH:7]=[C:6]([Cl:8])[CH:5]=[CH:4][C:3]=1[NH:9][C:10]([C:12]1[CH:13]=[N:14][N:15]([CH:17]2[CH2:22][CH2:21][CH2:20][CH2:19][O:18]2)[CH:16]=1)=[O:11].[C:23]([O:27][K])([CH3:26])([CH3:25])[CH3:24].[C:29]([O-:32])([O-])=O.[K+].[K+]. (2) Given the product [C:1]([O:4][CH2:5][CH:6]1[N:15]2[C:10](=[CH:11][C:12](=[O:21])[C:13]([C:16]([O:18][CH2:19][CH3:20])=[O:17])=[CH:14]2)[C:9]2[CH:22]=[C:23]([O:29][CH2:30][CH3:31])[C:24]([O:26][CH2:27][CH3:28])=[CH:25][C:8]=2[CH2:7]1)(=[O:3])[CH3:2], predict the reactants needed to synthesize it. The reactants are: [C:1]([O:4][CH2:5][CH:6]1[N:15]2[CH:10]([CH2:11][C:12](=[O:21])[C:13]([C:16]([O:18][CH2:19][CH3:20])=[O:17])=[CH:14]2)[C:9]2[CH:22]=[C:23]([O:29][CH2:30][CH3:31])[C:24]([O:26][CH2:27][CH3:28])=[CH:25][C:8]=2[CH2:7]1)(=[O:3])[CH3:2].C1(Cl)C(=O)C(Cl)=C(Cl)C(=O)C=1Cl. (3) The reactants are: [Si]([O:8][CH2:9][CH2:10][NH:11][C@@H:12]1[C:20]2[C:15](=[C:16]([C:21]3[N:25]=[C:24]([C:26]4[CH:27]=[CH:28][C:29]([O:34][CH:35]([CH3:37])[CH3:36])=[C:30]([CH:33]=4)[C:31]#[N:32])[S:23][N:22]=3)[CH:17]=[CH:18][CH:19]=2)[CH2:14][CH2:13]1)(C(C)(C)C)(C)C.[ClH:38]. Given the product [ClH:38].[OH:8][CH2:9][CH2:10][NH:11][C@@H:12]1[C:20]2[C:15](=[C:16]([C:21]3[N:25]=[C:24]([C:26]4[CH:27]=[CH:28][C:29]([O:34][CH:35]([CH3:37])[CH3:36])=[C:30]([CH:33]=4)[C:31]#[N:32])[S:23][N:22]=3)[CH:17]=[CH:18][CH:19]=2)[CH2:14][CH2:13]1, predict the reactants needed to synthesize it. (4) Given the product [F:10][C:9]([F:12])([F:11])[CH:8]([C:5]1[CH:6]=[N:7][C:2]([C:18]2[CH:17]=[N:16][N:15]([CH3:14])[CH:19]=2)=[CH:3][CH:4]=1)[OH:13], predict the reactants needed to synthesize it. The reactants are: Br[C:2]1[N:7]=[CH:6][C:5]([CH:8]([OH:13])[C:9]([F:12])([F:11])[F:10])=[CH:4][CH:3]=1.[CH3:14][N:15]1[CH:19]=[C:18](B2OC(C)(C)C(C)(C)O2)[CH:17]=[N:16]1.C(=O)([O-])[O-].[Cs+].[Cs+].C1(P(C2CCCCC2)C2CCCCC2)CCCCC1. (5) Given the product [Cl:1][C:2]1[CH:7]=[CH:6][C:5]([Cl:8])=[CH:4][C:3]=1[S:9]([NH:12][C:13]1[CH:14]=[CH:15][C:16]([C:29]2[N:34]=[C:33]3[NH:35][N:36]=[CH:37][C:32]3=[C:31]([C:44]3[CH:45]=[N:46][CH:47]=[CH:48][CH:49]=3)[N:30]=2)=[CH:17][CH:18]=1)(=[O:10])=[O:11], predict the reactants needed to synthesize it. The reactants are: [Cl:1][C:2]1[CH:7]=[CH:6][C:5]([Cl:8])=[CH:4][C:3]=1[S:9]([NH:12][C:13]1[CH:18]=[CH:17][C:16](B2OC(C)(C)C(C)(C)O2)=[CH:15][CH:14]=1)(=[O:11])=[O:10].Cl[C:29]1[N:34]=[C:33]2[N:35](C3CCCCO3)[N:36]=[CH:37][C:32]2=[C:31]([C:44]2[CH:45]=[N:46][CH:47]=[CH:48][CH:49]=2)[N:30]=1.C(=O)([O-])[O-].[Cs+].[Cs+].O. (6) The reactants are: [NH:1]1[C:5]([C@@H:6]([C:8]2[CH:13]=[CH:12][C:11]([NH:14][C:15]3[S:16][CH:17]=[C:18]([C:20]([F:23])([F:22])[F:21])[N:19]=3)=[CH:10][CH:9]=2)[CH3:7])=[N:4][CH:3]=[N:2]1.CC[O:26]C(C)=O. Given the product [F:22][C:20]([F:23])([F:21])[C:18]1[N:19]=[C:15]([NH:14][C:11]2[CH:12]=[CH:13][C:8]([C@H:6]([C:5]3[N:1]([OH:26])[N:2]=[CH:3][N:4]=3)[CH3:7])=[CH:9][CH:10]=2)[S:16][CH:17]=1, predict the reactants needed to synthesize it. (7) Given the product [CH2:1]([O:8][C:9]([NH:11][C@@H:12]([CH2:17][C:18]1[CH:19]=[C:20]([C:33]2[CH:38]=[CH:37][CH:36]=[CH:35][CH:34]=2)[C:21]([CH:24]2[S:28](=[O:30])(=[O:29])[NH:27][C:26](=[O:31])[CH2:25]2)=[CH:22][CH:23]=1)[C:13]([OH:15])=[O:14])=[O:10])[C:2]1[CH:7]=[CH:6][CH:5]=[CH:4][CH:3]=1, predict the reactants needed to synthesize it. The reactants are: [CH2:1]([O:8][C:9]([NH:11][C@@H:12]([CH2:17][C:18]1[CH:23]=[CH:22][C:21]([CH:24]2[S:28](=[O:30])(=[O:29])[NH:27][C:26](=[O:31])[CH2:25]2)=[C:20](Br)[CH:19]=1)[C:13]([O:15]C)=[O:14])=[O:10])[C:2]1[CH:7]=[CH:6][CH:5]=[CH:4][CH:3]=1.[C:33]1(B(O)O)[CH:38]=[CH:37][CH:36]=[CH:35][CH:34]=1.C(=O)([O-])[O-].[Na+].[Na+]. (8) Given the product [NH2:23][C:19]1[CH:18]=[C:17]2[C:22](=[CH:21][CH:20]=1)[N:14]([CH2:13][C:9]1[CH:8]=[C:7]([CH:12]=[CH:11][CH:10]=1)[C:6]([NH:5][C:1]([CH3:2])([CH3:3])[CH3:4])=[O:26])[CH:15]=[CH:16]2, predict the reactants needed to synthesize it. The reactants are: [C:1]([NH:5][C:6](=[O:26])[C:7]1[CH:12]=[CH:11][CH:10]=[C:9]([CH2:13][N:14]2[C:22]3[C:17](=[CH:18][C:19]([N+:23]([O-])=O)=[CH:20][CH:21]=3)[CH:16]=[CH:15]2)[CH:8]=1)([CH3:4])([CH3:3])[CH3:2].